This data is from Forward reaction prediction with 1.9M reactions from USPTO patents (1976-2016). The task is: Predict the product of the given reaction. (1) The product is: [C:1]([O:5][C:6]([NH:8][CH2:9][C@H:10]1[CH2:15][CH2:14][C@H:13]([C:16]([NH:18][C@H:19]([C:38](=[O:50])[NH:39][C:40]2[CH:48]=[C:47]3[C:43]([C:44](=[O:49])[NH:45][NH:46]3)=[CH:42][CH:41]=2)[CH2:20][C:21]2[CH:22]=[CH:23][C:24]([C:27]3[CH:32]=[CH:31][C:30]([C:33]([OH:35])=[O:34])=[CH:29][C:28]=3[CH3:37])=[CH:25][CH:26]=2)=[O:17])[CH2:12][CH2:11]1)=[O:7])([CH3:4])([CH3:2])[CH3:3]. Given the reactants [C:1]([O:5][C:6]([NH:8][CH2:9][C@H:10]1[CH2:15][CH2:14][C@H:13]([C:16]([NH:18][C@H:19]([C:38](=[O:50])[NH:39][C:40]2[CH:48]=[C:47]3[C:43]([C:44](=[O:49])[NH:45][NH:46]3)=[CH:42][CH:41]=2)[CH2:20][C:21]2[CH:26]=[CH:25][C:24]([C:27]3[CH:32]=[CH:31][C:30]([C:33]([O:35]C)=[O:34])=[CH:29][C:28]=3[CH3:37])=[CH:23][CH:22]=2)=[O:17])[CH2:12][CH2:11]1)=[O:7])([CH3:4])([CH3:3])[CH3:2].O.[OH-].[Li+].Cl, predict the reaction product. (2) Given the reactants Cl[C:2]1[C:3]2[N:11]=[N:10][N:9]([CH2:12][C:13]3[CH:18]=[CH:17][CH:16]=[C:15]([CH2:19][O:20][C@H:21]4[CH2:25][CH2:24][O:23][CH2:22]4)[N:14]=3)[C:4]=2[N:5]=[C:6]([NH2:8])[N:7]=1.[C:26]1(B(O)O)[CH:31]=[CH:30][CH:29]=[CH:28][CH:27]=1, predict the reaction product. The product is: [C:26]1([C:2]2[C:3]3[N:11]=[N:10][N:9]([CH2:12][C:13]4[CH:18]=[CH:17][CH:16]=[C:15]([CH2:19][O:20][CH:21]5[CH2:25][CH2:24][O:23][CH2:22]5)[N:14]=4)[C:4]=3[N:5]=[C:6]([NH2:8])[N:7]=2)[CH:31]=[CH:30][CH:29]=[CH:28][CH:27]=1. (3) Given the reactants [CH2:1]([NH2:7])[CH2:2][O:3][CH2:4][CH2:5][OH:6].[CH:8](=O)[C:9]1[CH:14]=[CH:13][CH:12]=[CH:11][CH:10]=1, predict the reaction product. The product is: [CH2:1]([NH2:7])[CH2:2][O:3][CH2:4][CH2:5][OH:6].[CH:8](=[NH:7])[C:9]1[CH:14]=[CH:13][CH:12]=[CH:11][CH:10]=1. (4) Given the reactants [CH3:1][O:2][CH:3]1[CH2:6][N:5]([C:7]2[CH:8]=[CH:9][C:10]([NH2:13])=[N:11][CH:12]=2)[CH2:4]1.Br[C:15]1[C:16](=[O:23])[N:17]([CH3:22])[CH:18]=[C:19]([Br:21])[CH:20]=1.CC1(C)C2C(=C(P(C3C=CC=CC=3)C3C=CC=CC=3)C=CC=2)OC2C(P(C3C=CC=CC=3)C3C=CC=CC=3)=CC=CC1=2.C([O-])([O-])=O.[Cs+].[Cs+], predict the reaction product. The product is: [Br:21][C:19]1[CH:20]=[C:15]([NH:13][C:10]2[CH:9]=[CH:8][C:7]([N:5]3[CH2:6][CH:3]([O:2][CH3:1])[CH2:4]3)=[CH:12][N:11]=2)[C:16](=[O:23])[N:17]([CH3:22])[CH:18]=1. (5) Given the reactants [CH3:1][C:2]1[N:6]2[N:7]=[C:8](/[CH:11]=[CH:12]/[C:13]3[N:17]([CH3:18])[N:16]=[C:15]([N:19]4[CH2:23][CH2:22][CH2:21][CH2:20]4)[N:14]=3)[CH:9]=[CH:10][C:5]2=[N:4][C:3]=1[C:24]([F:27])([F:26])[F:25], predict the reaction product. The product is: [CH3:1][C:2]1[N:6]2[N:7]=[C:8]([CH2:11][CH2:12][C:13]3[N:17]([CH3:18])[N:16]=[C:15]([N:19]4[CH2:20][CH2:21][CH2:22][CH2:23]4)[N:14]=3)[CH:9]=[CH:10][C:5]2=[N:4][C:3]=1[C:24]([F:27])([F:25])[F:26]. (6) Given the reactants C[NH:2]C(C1N(CC2N3C=C(C)C=CC3=NC=2C2C=CC(C)=CC=2)N=CN=1)=O.[F:28][C:29]1[CH:30]=[CH:31][C:32]2[N:33]([C:35]([CH2:45][N:46]3[CH:50]=[N:49][C:48]([C:51]([O:53]C)=O)=[N:47]3)=[C:36]([C:38]3[CH:43]=[CH:42][C:41]([F:44])=[CH:40][CH:39]=3)[N:37]=2)[CH:34]=1.N, predict the reaction product. The product is: [F:28][C:29]1[CH:30]=[CH:31][C:32]2[N:33]([C:35]([CH2:45][N:46]3[CH:50]=[N:49][C:48]([C:51]([NH2:2])=[O:53])=[N:47]3)=[C:36]([C:38]3[CH:39]=[CH:40][C:41]([F:44])=[CH:42][CH:43]=3)[N:37]=2)[CH:34]=1.